This data is from Forward reaction prediction with 1.9M reactions from USPTO patents (1976-2016). The task is: Predict the product of the given reaction. (1) Given the reactants Br[C:2]1[CH:3]=[C:4]2[C:8](=[CH:9][CH:10]=1)[NH:7][C:6]1[N:11]=[CH:12][CH:13]=[CH:14][C:5]2=1.[I:15][C:16]1[CH:21]=[CH:20][CH:19]=[CH:18][CH:17]=1.C1(N)CCCCC1N.[O-]P([O-])([O-])=O.[K+].[K+].[K+], predict the reaction product. The product is: [I:15][C:16]1[CH:21]=[C:20]2[C:19](=[CH:18][CH:17]=1)[N:7]([C:8]1[CH:9]=[CH:10][CH:2]=[CH:3][CH:4]=1)[C:6]1[N:11]=[CH:12][CH:13]=[CH:14][C:5]2=1. (2) Given the reactants [NH2:1][C@H:2]([C:12]1[O:13][C:14]([C:17]2[C:18]([O:27][CH3:28])=[N:19][C:20]3[C:25]([CH:26]=2)=[CH:24][CH:23]=[CH:22][CH:21]=3)=[CH:15][N:16]=1)[CH2:3][CH2:4][CH2:5][CH2:6][CH2:7][C:8](=[O:11])[CH2:9][CH3:10].[CH:29](=O)[C:30]1[CH:35]=[CH:34][CH:33]=[CH:32][CH:31]=1.[BH-](OC(C)=O)(OC(C)=O)O[C:39](C)=O.[Na+].C=O.O, predict the reaction product. The product is: [CH2:29]([N:1]([CH3:39])[C@H:2]([C:12]1[O:13][C:14]([C:17]2[C:18]([O:27][CH3:28])=[N:19][C:20]3[C:25]([CH:26]=2)=[CH:24][CH:23]=[CH:22][CH:21]=3)=[CH:15][N:16]=1)[CH2:3][CH2:4][CH2:5][CH2:6][CH2:7][C:8](=[O:11])[CH2:9][CH3:10])[C:30]1[CH:35]=[CH:34][CH:33]=[CH:32][CH:31]=1. (3) Given the reactants CN1CCOCC1.C(OC(Cl)=O)C(C)C.[F:16][C:17]1[N:22]=[C:21]([C:23]([OH:25])=O)[CH:20]=[CH:19][CH:18]=1.Cl.[CH3:27][O:28][NH:29][CH3:30], predict the reaction product. The product is: [CH3:27][O:28][N:29]([CH3:30])[C:23]([C:21]1[CH:20]=[CH:19][CH:18]=[C:17]([F:16])[N:22]=1)=[O:25]. (4) Given the reactants [CH3:1][O:2][C:3]([C:5]1[CH:14]=[CH:13][C:12]2[C:7](=[CH:8][CH:9]=[C:10]([C:15]([C:20]3[CH:25]=[CH:24][C:23]([O:26][CH:27]([CH2:34][CH3:35])[C:28](=[O:33])[C:29]([CH3:32])([CH3:31])[CH3:30])=[C:22]([CH3:36])[CH:21]=3)([CH2:18][CH3:19])[CH2:16][CH3:17])[CH:11]=2)[CH:6]=1)=[O:4].[BH4-].[Na+].C(Cl)Cl.CCOC(C)=O.C(Cl)Cl, predict the reaction product. The product is: [CH3:1][O:2][C:3]([C:5]1[CH:14]=[CH:13][C:12]2[C:7](=[CH:8][CH:9]=[C:10]([C:15]([CH2:16][CH3:17])([C:20]3[CH:25]=[CH:24][C:23]([O:26][CH:27]([CH2:34][CH3:35])[CH:28]([OH:33])[C:29]([CH3:30])([CH3:31])[CH3:32])=[C:22]([CH3:36])[CH:21]=3)[CH2:18][CH3:19])[CH:11]=2)[CH:6]=1)=[O:4].